The task is: Predict the reaction yield, written as a fraction of the theoretical maximum amount of product (1.0 means a 100% yield; for example, 0.34 means a 34% yield).. This data is from Reaction yield outcomes from USPTO patents with 853,638 reactions. (1) The reactants are [N:1]1([C:7]([NH:9][C:10]2([C:16]([OH:18])=O)[CH2:15][CH2:14][CH2:13][CH2:12][CH2:11]2)=[O:8])[CH2:6][CH2:5][O:4][CH2:3][CH2:2]1.C(N(CC)CC)C.C(Cl)(=O)C(C)(C)C.[OH:33][C@H:34]1[CH2:39][CH2:38][CH2:37][CH2:36][C@@H:35]1[NH:40][C:41](=[O:50])[C@@H:42]([OH:49])[C@@H:43]([NH2:48])[CH2:44][CH2:45][CH2:46][CH3:47]. The catalyst is C(Cl)(Cl)Cl.O1CCCC1. The product is [OH:49][C@@H:42]([C@@H:43]([NH:48][C:16]([C:10]1([NH:9][C:7]([N:1]2[CH2:2][CH2:3][O:4][CH2:5][CH2:6]2)=[O:8])[CH2:11][CH2:12][CH2:13][CH2:14][CH2:15]1)=[O:18])[CH2:44][CH2:45][CH2:46][CH3:47])[C:41]([NH:40][C@H:35]1[CH2:36][CH2:37][CH2:38][CH2:39][C@@H:34]1[OH:33])=[O:50]. The yield is 0.940. (2) The reactants are Br[C:2]1[CH:3]=[N:4][C:5]2[C:10]([CH:11]=1)=[CH:9][CH:8]=[CH:7][CH:6]=2.[NH:12]1[CH2:16][CH2:15][CH2:14][C:13]1=[O:17]. No catalyst specified. The product is [N:4]1[C:5]2[C:10](=[CH:9][CH:8]=[CH:7][CH:6]=2)[CH:11]=[C:2]([N:12]2[CH2:16][CH2:15][CH2:14][C:13]2=[O:17])[CH:3]=1. The yield is 0.990. (3) The reactants are [O:1]=[C:2]1[C:10]2[C:5](=[CH:6][CH:7]=[CH:8][CH:9]=2)C(=O)[N:3]1[CH2:12][C:13]1[C:22]2[C:17](=[CH:18][CH:19]=[CH:20][CH:21]=2)[C:16]([CH:23]=O)=[CH:15][CH:14]=1.[C:25]([O-:28])([O-])=O.[K+].[K+].O1CCOC[CH2:32]1. The catalyst is [Br-].C[P+](C1C=CC=CC=1)(C1C=CC=CC=1)C1C=CC=CC=1. The product is [CH:23]([C:16]1[C:17]2[C:22](=[CH:21][CH:20]=[CH:19][CH:18]=2)[C:13]([CH2:12][N:3]2[C:2](=[O:1])[C:10]3[C:5](=[CH:6][CH:7]=[CH:8][CH:9]=3)[C:25]2=[O:28])=[CH:14][CH:15]=1)=[CH2:32]. The yield is 0.670. (4) The reactants are [CH3:1][S:2]([O:5][C:6]1[CH:11]=[CH:10][C:9]([C:12]2([C:20]3[CH:25]=[CH:24][CH:23]=[C:22](Br)[CH:21]=3)[C:16](=[O:17])[N:15]([CH3:18])[CH:14]([NH2:19])[NH:13]2)=[CH:8][CH:7]=1)(=[O:4])=[O:3].[N:27]1[CH:32]=[CH:31][CH:30]=[C:29](B(O)O)[CH:28]=1.C(=O)([O-])[O-].[K+].[K+]. The catalyst is O1CCCC1. The product is [CH3:1][S:2]([O:5][C:6]1[CH:11]=[CH:10][C:9]([C:12]2([C:20]3[CH:25]=[CH:24][CH:23]=[C:22]([C:29]4[CH:28]=[N:27][CH:32]=[CH:31][CH:30]=4)[CH:21]=3)[C:16](=[O:17])[N:15]([CH3:18])[C:14]([NH2:19])=[N:13]2)=[CH:8][CH:7]=1)(=[O:4])=[O:3]. The yield is 0.120. (5) The reactants are [C:1]([O:14][CH3:15])(=[O:13])[CH2:2][CH2:3][CH2:4][CH2:5][CH2:6][CH2:7][CH2:8][CH2:9][CH2:10][C:11]#[CH:12].[Br:16]N1C(=O)CCC1=O. The product is [Br:16][C:12]#[C:11][CH2:10][CH2:9][CH2:8][CH2:7][CH2:6][CH2:5][CH2:4][CH2:3][CH2:2][C:1]([O:14][CH3:15])=[O:13]. The yield is 0.940. The catalyst is CC(C)=O.[N+]([O-])([O-])=O.[Ag+]. (6) The reactants are [CH3:1][C:2]1[C:7]2[C:8](=[O:13])[O:9]C(=O)[NH:11][C:6]=2[CH:5]=[CH:4][C:3]=1[N:14]([CH3:16])[CH3:15].Cl.C([O-])(=O)C.[Na+]. The catalyst is [OH-].[Na+]. The product is [NH2:11][C:6]1[C:7]([C:8]([OH:13])=[O:9])=[C:2]([CH3:1])[C:3]([N:14]([CH3:15])[CH3:16])=[CH:4][CH:5]=1. The yield is 0.610. (7) The reactants are [CH2:1]([N:3]([CH2:18][CH3:19])[CH2:4][CH2:5][NH:6][C:7]([C:9]1[C:13]([CH3:14])=[C:12]([CH:15]=O)[NH:11][C:10]=1[CH3:17])=[O:8])[CH3:2].[F:20][C:21]1[CH:22]=[C:23]2[C:27](=[CH:28][CH:29]=1)[NH:26][C:25](=[O:30])[CH2:24]2.N1CCCC1. The catalyst is C(O)C. The product is [CH2:1]([N:3]([CH2:18][CH3:19])[CH2:4][CH2:5][NH:6][C:7]([C:9]1[C:13]([CH3:14])=[C:12](/[CH:15]=[C:24]2\[C:25](=[O:30])[NH:26][C:27]3[C:23]\2=[CH:22][C:21]([F:20])=[CH:29][CH:28]=3)[NH:11][C:10]=1[CH3:17])=[O:8])[CH3:2]. The yield is 0.880.